From a dataset of Forward reaction prediction with 1.9M reactions from USPTO patents (1976-2016). Predict the product of the given reaction. (1) Given the reactants [Br:1][CH2:2][CH2:3][CH2:4][CH2:5][CH2:6][CH2:7][CH2:8][CH2:9][CH2:10][CH2:11][C:12]([OH:14])=[O:13].[CH2:15](O)[C:16]1[CH:21]=[CH:20][CH:19]=[CH:18][CH:17]=1, predict the reaction product. The product is: [Br:1][CH2:2][CH2:3][CH2:4][CH2:5][CH2:6][CH2:7][CH2:8][CH2:9][CH2:10][CH2:11][C:12]([O:14][CH2:15][C:16]1[CH:21]=[CH:20][CH:19]=[CH:18][CH:17]=1)=[O:13]. (2) Given the reactants Br[C:2]1[C:10]2[C:9](=[O:11])[N:8]([CH3:12])[C:7](=[O:13])[N:6]([CH2:14][CH:15]([CH3:17])[CH3:16])[C:5]=2[S:4][C:3]=1[CH2:18][C:19]1[CH:24]=[CH:23][CH:22]=[CH:21][C:20]=1[C:25]([F:28])([F:27])[F:26].[S:29]1[CH:33]=[CH:32][C:31](B(O)O)=[CH:30]1.O.O.O.O.O.O.O.O.[OH-].[Ba+2].[OH-], predict the reaction product. The product is: [CH3:12][N:8]1[C:9](=[O:11])[C:10]2[C:2]([C:31]3[CH:32]=[CH:33][S:29][CH:30]=3)=[C:3]([CH2:18][C:19]3[CH:24]=[CH:23][CH:22]=[CH:21][C:20]=3[C:25]([F:28])([F:27])[F:26])[S:4][C:5]=2[N:6]([CH2:14][CH:15]([CH3:17])[CH3:16])[C:7]1=[O:13]. (3) Given the reactants [Br:1][C:2]1[CH:10]=[CH:9][CH:8]=[C:7]2[C:3]=1[CH:4]=[CH:5][NH:6]2.[CH3:11][C:12]1[CH:17]=[CH:16][CH:15]=[CH:14][C:13]=1[S:18](Cl)(=[O:20])=[O:19], predict the reaction product. The product is: [Br:1][C:2]1[CH:10]=[CH:9][CH:8]=[C:7]2[C:3]=1[CH:4]=[CH:5][N:6]2[S:18]([C:13]1[CH:14]=[CH:15][CH:16]=[CH:17][C:12]=1[CH3:11])(=[O:20])=[O:19]. (4) Given the reactants N[C:2]1[CH:3]=[C:4]([C:14]2[CH:15]=[CH:16][C:17](=[O:23])[N:18]([CH:20]([CH3:22])[CH3:21])[N:19]=2)[C:5]([C:8]2[CH:13]=[CH:12][CH:11]=[CH:10][CH:9]=2)=[N:6][CH:7]=1.[N+]([O-])([O-])=[O:25].[Na+].OS(O)(=O)=O.C([O-])(O)=O.[Na+], predict the reaction product. The product is: [OH:25][C:2]1[CH:3]=[C:4]([C:14]2[CH:15]=[CH:16][C:17](=[O:23])[N:18]([CH:20]([CH3:22])[CH3:21])[N:19]=2)[C:5]([C:8]2[CH:13]=[CH:12][CH:11]=[CH:10][CH:9]=2)=[N:6][CH:7]=1. (5) Given the reactants [CH3:1][S:2]([C:5]1[CH:22]=[CH:21][C:8]([CH2:9][N:10]2[C:18](=[O:19])[C:17]3[C:12](=[CH:13][CH:14]=[CH:15][CH:16]=3)[C:11]2=[O:20])=[CH:7][CH:6]=1)(=[NH:4])=[O:3].[H-].[K+].Br[CH2:26][C:27]#[N:28].O, predict the reaction product. The product is: [C:27]([CH2:26][N:4]=[S:2]([C:5]1[CH:6]=[CH:7][C:8]([CH2:9][N:10]2[C:18](=[O:19])[C:17]3[C:12](=[CH:13][CH:14]=[CH:15][CH:16]=3)[C:11]2=[O:20])=[CH:21][CH:22]=1)([CH3:1])=[O:3])#[N:28].